Dataset: Full USPTO retrosynthesis dataset with 1.9M reactions from patents (1976-2016). Task: Predict the reactants needed to synthesize the given product. (1) Given the product [Cl:13][C:14]1[CH:15]=[CH:16][C:17]([C:20]2[CH:21]=[C:22]3[CH:37]([N:38]4[CH2:39][CH2:40][NH:41][C:1]4=[O:2])[CH2:36][C:35]([CH3:43])([CH3:42])[O:34][C:23]3=[N:24][C:25]=2[C:26]2[CH:31]=[CH:30][C:29]([Cl:32])=[CH:28][C:27]=2[Cl:33])=[CH:18][CH:19]=1, predict the reactants needed to synthesize it. The reactants are: [C:1](N1C=CN=C1)(N1C=CN=C1)=[O:2].[Cl:13][C:14]1[CH:19]=[CH:18][C:17]([C:20]2[CH:21]=[C:22]3[CH:37]([NH:38][CH2:39][CH2:40][NH2:41])[CH2:36][C:35]([CH3:43])([CH3:42])[O:34][C:23]3=[N:24][C:25]=2[C:26]2[CH:31]=[CH:30][C:29]([Cl:32])=[CH:28][C:27]=2[Cl:33])=[CH:16][CH:15]=1.CCN(CC)CC. (2) Given the product [CH3:23][C:22]1[C:13]([NH:12][CH:11]([C:24]2[CH:25]=[CH:26][C:27]([C:28]([NH:41][CH2:40][CH2:39][C:38]([O:37][CH2:35][CH3:36])=[O:42])=[O:29])=[CH:31][CH:32]=2)[CH2:10][CH2:9][CH3:8])=[N:14][C:15]2[C:20]([CH:21]=1)=[CH:19][CH:18]=[CH:17][CH:16]=2, predict the reactants needed to synthesize it. The reactants are: FC(F)(F)C(O)=O.[CH3:8][CH:9](C)[CH2:10][CH:11]([C:24]1[CH:32]=[CH:31][C:27]([C:28](O)=[O:29])=[CH:26][CH:25]=1)[NH:12][C:13]1[C:22]([CH3:23])=[CH:21][C:20]2[C:15](=[CH:16][CH:17]=[CH:18][CH:19]=2)[N:14]=1.Cl.[CH2:35]([O:37][C:38](=[O:42])[CH2:39][CH2:40][NH2:41])[CH3:36].O.ON1C2C=CC=CC=2N=N1.C(N(CC)CC)C.Cl.CN(C)CCCN=C=NCC. (3) Given the product [OH:35][CH2:34][CH2:36][NH:37][C:4]([C:6]1[C:7]2[S:15][CH:14]=[C:13]([CH2:16][O:17][C:18]3[CH:23]=[C:22]([NH:24][C:25](=[O:32])[C:26]4[CH:31]=[CH:30][CH:29]=[CH:28][CH:27]=4)[CH:21]=[CH:20][C:19]=3[CH3:33])[C:8]=2[C:9]([NH2:12])=[N:10][CH:11]=1)=[O:5], predict the reactants needed to synthesize it. The reactants are: C(O[C:4]([C:6]1[C:7]2[S:15][CH:14]=[C:13]([CH2:16][O:17][C:18]3[CH:23]=[C:22]([NH:24][C:25](=[O:32])[C:26]4[CH:31]=[CH:30][CH:29]=[CH:28][CH:27]=4)[CH:21]=[CH:20][C:19]=3[CH3:33])[C:8]=2[C:9]([NH2:12])=[N:10][CH:11]=1)=[O:5])C.[CH2:34]([CH2:36][NH2:37])[OH:35]. (4) Given the product [CH3:1][Si:2]([CH3:17])([CH3:16])[CH2:3][CH2:4][O:5][CH2:6][N:7]1[C:11]2=[N:12][CH:13]=[CH:14][CH:15]=[C:10]2[CH:9]=[C:8]1[Sn:27]([CH2:28][CH2:29][CH2:30][CH3:31])([CH2:32][CH2:33][CH2:34][CH3:35])[CH2:23][CH2:24][CH2:25][CH3:26], predict the reactants needed to synthesize it. The reactants are: [CH3:1][Si:2]([CH3:17])([CH3:16])[CH2:3][CH2:4][O:5][CH2:6][N:7]1[C:11]2=[N:12][CH:13]=[CH:14][CH:15]=[C:10]2[CH:9]=[CH:8]1.[Li]CCCC.[CH2:23]([Sn:27](Cl)([CH2:32][CH2:33][CH2:34][CH3:35])[CH2:28][CH2:29][CH2:30][CH3:31])[CH2:24][CH2:25][CH3:26].[Cl-].[NH4+]. (5) Given the product [Cl:1][C:2]1[N:10]=[C:9]2[C:5]([N:6]=[C:7]([CH:12]=[C:43]3[CH2:44][CH2:45][N:40]([C:33]([O:35][C:36]([CH3:39])([CH3:38])[CH3:37])=[O:34])[CH2:41][CH2:42]3)[N:8]2[CH3:11])=[C:4]([N:19]2[CH2:20][CH2:21][O:22][CH2:23][CH2:24]2)[N:3]=1, predict the reactants needed to synthesize it. The reactants are: [Cl:1][C:2]1[N:10]=[C:9]2[C:5]([N:6]=[C:7]([CH2:12]P(=O)(OC)OC)[N:8]2[CH3:11])=[C:4]([N:19]2[CH2:24][CH2:23][O:22][CH2:21][CH2:20]2)[N:3]=1.[Li+].CC([N-]C(C)C)C.[C:33]([N:40]1[CH2:45][CH2:44][C:43](=O)[CH2:42][CH2:41]1)([O:35][C:36]([CH3:39])([CH3:38])[CH3:37])=[O:34]. (6) Given the product [F:13][C:12]1[C:2]([N:1]=[C:44]=[O:45])=[C:3]([CH:9]=[C:10]([C:14]2[CH:15]=[C:16]3[C:22]([C:23]4[CH:28]=[CH:27][CH:26]=[CH:25][C:24]=4[O:29][CH3:30])=[CH:21][N:20]([S:31]([C:34]4[CH:35]=[CH:36][C:37]([CH3:40])=[CH:38][CH:39]=4)(=[O:32])=[O:33])[C:17]3=[N:18][CH:19]=2)[CH:11]=1)[C:4]([N:6]([CH3:8])[CH3:7])=[O:5], predict the reactants needed to synthesize it. The reactants are: [NH2:1][C:2]1[C:12]([F:13])=[CH:11][C:10]([C:14]2[CH:15]=[C:16]3[C:22]([C:23]4[CH:28]=[CH:27][CH:26]=[CH:25][C:24]=4[O:29][CH3:30])=[CH:21][N:20]([S:31]([C:34]4[CH:39]=[CH:38][C:37]([CH3:40])=[CH:36][CH:35]=4)(=[O:33])=[O:32])[C:17]3=[N:18][CH:19]=2)=[CH:9][C:3]=1[C:4]([N:6]([CH3:8])[CH3:7])=[O:5].ClCCl.[C:44](=O)(O)[O-:45].[Na+].C(Cl)(Cl)=O.